From a dataset of Peptide-MHC class I binding affinity with 185,985 pairs from IEDB/IMGT. Regression. Given a peptide amino acid sequence and an MHC pseudo amino acid sequence, predict their binding affinity value. This is MHC class I binding data. (1) The peptide sequence is AVFLSYIGY. The MHC is HLA-B08:01 with pseudo-sequence HLA-B08:01. The binding affinity (normalized) is 0.0847. (2) The peptide sequence is AAIRILQQL. The MHC is HLA-A02:01 with pseudo-sequence HLA-A02:01. The binding affinity (normalized) is 0.0825. (3) The peptide sequence is AEFKYIAAV. The MHC is HLA-A02:01 with pseudo-sequence HLA-A02:01. The binding affinity (normalized) is 0.137.